This data is from NCI-60 drug combinations with 297,098 pairs across 59 cell lines. The task is: Regression. Given two drug SMILES strings and cell line genomic features, predict the synergy score measuring deviation from expected non-interaction effect. (1) Drug 1: CS(=O)(=O)C1=CC(=C(C=C1)C(=O)NC2=CC(=C(C=C2)Cl)C3=CC=CC=N3)Cl. Drug 2: CCC(=C(C1=CC=CC=C1)C2=CC=C(C=C2)OCCN(C)C)C3=CC=CC=C3.C(C(=O)O)C(CC(=O)O)(C(=O)O)O. Cell line: ACHN. Synergy scores: CSS=1.86, Synergy_ZIP=1.72, Synergy_Bliss=4.44, Synergy_Loewe=1.10, Synergy_HSA=1.57. (2) Drug 1: C1CC(=O)NC(=O)C1N2CC3=C(C2=O)C=CC=C3N. Drug 2: C1=NC2=C(N1)C(=S)N=C(N2)N. Cell line: A549. Synergy scores: CSS=50.6, Synergy_ZIP=-0.641, Synergy_Bliss=1.09, Synergy_Loewe=-13.8, Synergy_HSA=2.73.